This data is from Rat liver microsome stability data. The task is: Regression/Classification. Given a drug SMILES string, predict its absorption, distribution, metabolism, or excretion properties. Task type varies by dataset: regression for continuous measurements (e.g., permeability, clearance, half-life) or binary classification for categorical outcomes (e.g., BBB penetration, CYP inhibition). Dataset: rlm. (1) The result is 0 (unstable in rat liver microsomes). The molecule is C=C(C)[C@@H]1CC[C@]2(CNCCN3CCC(F)(F)CC3)CC[C@]3(C)[C@H](CC[C@@H]4[C@@]5(C)CC=C(c6ccc(C(=O)O)cc6)C(C)(C)[C@@H]5CC[C@]43C)[C@@H]12. (2) The molecule is O=C(N[C@H]1CN2CCC1CC2)c1ccc2occc2c1. The result is 0 (unstable in rat liver microsomes). (3) The compound is CC(C)COC(=O)N1CCC(CN(C2Cc3cc(C#N)ccc3N(Cc3cncn3C)C2)S(=O)(=O)c2ccccn2)CC1. The result is 1 (stable in rat liver microsomes). (4) The molecule is CCC(CC)CN(CCCCN1[C@@H]2CC[C@H]1C[C@@H](c1cccc(C(N)=O)c1)C2)C(=O)CO. The result is 0 (unstable in rat liver microsomes). (5) The drug is CCC1=C(C(=O)OCC2CCCCC2)[C@H](c2ccc(O)c(Cl)c2)NC(=O)N1. The result is 1 (stable in rat liver microsomes). (6) The compound is CS(=O)(=O)c1ccccc1-c1cnc2c(O)n(Cc3cc(F)ccc3C#N)c(N3CCC[C@@H](N)C3)nc1-2. The result is 0 (unstable in rat liver microsomes).